From a dataset of Forward reaction prediction with 1.9M reactions from USPTO patents (1976-2016). Predict the product of the given reaction. (1) Given the reactants [Br:1][C:2]1[CH:7]=[CH:6][C:5]([NH:8][C:9]([NH:11][NH:12][C:13](=O)[CH2:14][C@@H:15]2[CH2:19][CH2:18][N:17]([C:20]([CH:22]3[CH2:24][CH2:23]3)=[O:21])[CH2:16]2)=[O:10])=[C:4]([Cl:26])[CH:3]=1.C([O-])([O-])=O.[K+].[K+], predict the reaction product. The product is: [Br:1][C:2]1[CH:7]=[CH:6][C:5]([N:8]2[C:13]([CH2:14][C@@H:15]3[CH2:19][CH2:18][N:17]([C:20]([CH:22]4[CH2:24][CH2:23]4)=[O:21])[CH2:16]3)=[N:12][NH:11][C:9]2=[O:10])=[C:4]([Cl:26])[CH:3]=1. (2) The product is: [F:3][C:4]1[C:14]([F:15])=[C:13]([F:16])[CH:12]=[CH:11][C:5]=1[N:6]([CH:20]=[C:21]([C:22]([O:24][CH2:25][CH3:26])=[O:23])[C:27]([O:29][CH2:30][CH3:31])=[O:28])[C@@H:7]([CH3:10])[CH2:8][OH:9]. Given the reactants [OH-].[K+].[F:3][C:4]1[C:14]([F:15])=[C:13]([F:16])[CH:12]=[CH:11][C:5]=1[NH:6][C@@H:7]([CH3:10])[CH2:8][OH:9].C(O[CH:20]=[C:21]([C:27]([O:29][CH2:30][CH3:31])=[O:28])[C:22]([O:24][CH2:25][CH3:26])=[O:23])C.O, predict the reaction product. (3) Given the reactants [F:1][C:2]1[CH:10]=[C:9]2[C:5]([C:6]([C:12]3[N:13]=[C:14]4[C:20]([C:21]([NH:23][CH:24]([C@@H:26]5[CH2:29][C@H:28](OS(C)(=O)=O)[CH2:27]5)[CH3:25])=[O:22])=[CH:19][N:18]([CH2:35][O:36][CH2:37][CH2:38][Si:39]([CH3:42])([CH3:41])[CH3:40])[C:15]4=[N:16][CH:17]=3)=[N:7][N:8]2[CH3:11])=[CH:4][CH:3]=1.[C-:43]#[N:44].[K+].C1OCCOCCOCCOCCOCCOC1, predict the reaction product. The product is: [C:43]([C@H:28]1[CH2:29][C@H:26]([CH:24]([NH:23][C:21]([C:20]2[C:14]3[C:15](=[N:16][CH:17]=[C:12]([C:6]4[C:5]5[C:9](=[CH:10][C:2]([F:1])=[CH:3][CH:4]=5)[N:8]([CH3:11])[N:7]=4)[N:13]=3)[N:18]([CH2:35][O:36][CH2:37][CH2:38][Si:39]([CH3:42])([CH3:40])[CH3:41])[CH:19]=2)=[O:22])[CH3:25])[CH2:27]1)#[N:44]. (4) Given the reactants [CH3:1][C:2]1([C:7]2[N:8]=[C:9]([CH2:12][N:13]3[N:17]=[C:16]([NH2:18])[CH:15]=[N:14]3)[S:10][CH:11]=2)[O:6]CCO1.[CH3:19][C:20]1[O:21][C:22]([C:28]2[CH:29]=[C:30]([CH3:34])[CH:31]=[CH:32][CH:33]=2)=[C:23]([C:25](O)=[O:26])[N:24]=1, predict the reaction product. The product is: [C:2]([C:7]1[N:8]=[C:9]([CH2:12][N:13]2[N:17]=[C:16]([NH:18][C:25]([C:23]3[N:24]=[C:20]([CH3:19])[O:21][C:22]=3[C:28]3[CH:29]=[C:30]([CH3:34])[CH:31]=[CH:32][CH:33]=3)=[O:26])[CH:15]=[N:14]2)[S:10][CH:11]=1)(=[O:6])[CH3:1]. (5) Given the reactants [CH2:1]([C@H:8]1[CH2:12][O:11][C:10](=[O:13])[N:9]1[C:14](=[O:17])[CH2:15][CH3:16])[C:2]1[CH:7]=[CH:6][CH:5]=[CH:4][CH:3]=1.[Mg+2].[Cl-].[Cl-].[Br:21][C:22]1[CH:23]=[C:24]([CH:27]=[CH:28][CH:29]=1)[CH:25]=[O:26].Cl[Si:31]([CH3:34])([CH3:33])[CH3:32], predict the reaction product. The product is: [CH2:1]([C@H:8]1[CH2:12][O:11][C:10](=[O:13])[N:9]1[C:14](=[O:17])[C@H:15]([CH3:16])[C@@H:25]([C:24]1[CH:27]=[CH:28][CH:29]=[C:22]([Br:21])[CH:23]=1)[O:26][Si:31]([CH3:34])([CH3:33])[CH3:32])[C:2]1[CH:3]=[CH:4][CH:5]=[CH:6][CH:7]=1.